Dataset: Reaction yield outcomes from USPTO patents with 853,638 reactions. Task: Predict the reaction yield, written as a fraction of the theoretical maximum amount of product (1.0 means a 100% yield; for example, 0.34 means a 34% yield). (1) The reactants are [CH:1]1([C:5]2[C:13]([C:14]([O:16][CH3:17])=[O:15])=[CH:12][C:8]([C:9](O)=[O:10])=[C:7]([CH2:18][CH3:19])[CH:6]=2)[CH2:4][CH2:3][CH2:2]1.CN(C(ON1N=NC2C=CC=CC1=2)=[N+](C)C)C.F[P-](F)(F)(F)(F)F.CCN(C(C)C)C(C)C.Cl.[F:54][C:55]1([C:61]2[CH:68]=[CH:67][C:64]([C:65]#[N:66])=[CH:63][CH:62]=2)[CH2:60][CH2:59][NH:58][CH2:57][CH2:56]1. The catalyst is CN(C)C=O. The product is [C:65]([C:64]1[CH:67]=[CH:68][C:61]([C:55]2([F:54])[CH2:60][CH2:59][N:58]([C:9]([C:8]3[C:7]([CH2:18][CH3:19])=[CH:6][C:5]([CH:1]4[CH2:4][CH2:3][CH2:2]4)=[C:13]([CH:12]=3)[C:14]([O:16][CH3:17])=[O:15])=[O:10])[CH2:57][CH2:56]2)=[CH:62][CH:63]=1)#[N:66]. The yield is 0.840. (2) The reactants are Cl.[CH3:2][NH:3][O:4][CH3:5].CCN(C(C)C)C(C)C.C[Al](C)C.[CH2:19]([O:26][C:27]1[CH:32]=[CH:31][C:30]([N:33]2[CH:38]=[C:37]([O:39][CH3:40])[C:36](=[O:41])[C:35]([C:42](OC)=[O:43])=[N:34]2)=[C:29]([F:46])[CH:28]=1)[C:20]1[CH:25]=[CH:24][CH:23]=[CH:22][CH:21]=1. The catalyst is C(Cl)Cl. The product is [CH2:19]([O:26][C:27]1[CH:32]=[CH:31][C:30]([N:33]2[CH:38]=[C:37]([O:39][CH3:40])[C:36](=[O:41])[C:35]([C:42]([N:3]([O:4][CH3:5])[CH3:2])=[O:43])=[N:34]2)=[C:29]([F:46])[CH:28]=1)[C:20]1[CH:21]=[CH:22][CH:23]=[CH:24][CH:25]=1. The yield is 0.900.